The task is: Predict the reaction yield, written as a fraction of the theoretical maximum amount of product (1.0 means a 100% yield; for example, 0.34 means a 34% yield).. This data is from Reaction yield outcomes from USPTO patents with 853,638 reactions. (1) The catalyst is CO. The yield is 0.930. The product is [C:16]([O:15][C:11]([NH:12][N:13]=[CH:5][C:2]([CH3:1])([CH3:3])[CH3:4])=[O:14])([CH3:19])([CH3:18])[CH3:17]. The reactants are [CH3:1][C:2]([CH:5]=O)([CH3:4])[CH3:3].C(O)(=O)C.[C:11]([O:15][C:16]([CH3:19])([CH3:18])[CH3:17])(=[O:14])[NH:12][NH2:13]. (2) The reactants are C(Cl)(=O)C([Cl:4])=O.[Na].[CH2:8]([O:15][C:16]1[CH:21]=[CH:20][C:19]([S:22]([OH:25])(=O)=[O:23])=[CH:18][CH:17]=1)[C:9]1[CH:14]=[CH:13][CH:12]=[CH:11][CH:10]=1. The catalyst is ClCCl.CN(C)C=O. The product is [CH2:8]([O:15][C:16]1[CH:21]=[CH:20][C:19]([S:22]([Cl:4])(=[O:25])=[O:23])=[CH:18][CH:17]=1)[C:9]1[CH:14]=[CH:13][CH:12]=[CH:11][CH:10]=1. The yield is 0.890. (3) The reactants are C(Cl)(=O)C(Cl)=O.[C:7]1([C:13]2[CH:14]=[CH:15][C:16]([C:19]([OH:21])=O)=[N:17][CH:18]=2)[CH:12]=[CH:11][CH:10]=[CH:9][CH:8]=1.Cl.[CH2:23]([NH:30][OH:31])[C:24]1[CH:29]=[CH:28][CH:27]=[CH:26][CH:25]=1.C(N(CC)CC)C. The catalyst is ClCCl. The product is [CH2:23]([N:30]([OH:31])[C:19]([C:16]1[CH:15]=[CH:14][C:13]([C:7]2[CH:8]=[CH:9][CH:10]=[CH:11][CH:12]=2)=[CH:18][N:17]=1)=[O:21])[C:24]1[CH:29]=[CH:28][CH:27]=[CH:26][CH:25]=1. The yield is 0.130. (4) The reactants are [CH:1]([NH:4][C:5](=[O:26])[C:6]1[CH:11]=[CH:10][C:9]([O:12][CH2:13][C:14]2[C:15]([C:20]3[CH:25]=[CH:24][CH:23]=[CH:22][CH:21]=3)=[N:16][O:17][C:18]=2[CH3:19])=[N:8][CH:7]=1)([CH3:3])[CH3:2].[CH3:27]C1ON=C(C2C=CC=CC=2)C=1COC1C=CC(C(NC2CCOCC2)=O)=CN=1. No catalyst specified. The product is [CH:1]([N:4]([CH3:27])[C:5](=[O:26])[C:6]1[CH:11]=[CH:10][C:9]([O:12][CH2:13][C:14]2[C:15]([C:20]3[CH:25]=[CH:24][CH:23]=[CH:22][CH:21]=3)=[N:16][O:17][C:18]=2[CH3:19])=[N:8][CH:7]=1)([CH3:3])[CH3:2]. The yield is 0.330. (5) The reactants are [C:1]12([CH2:11][OH:12])[CH2:10][CH:5]3[CH2:6][CH:7]([CH2:9][CH:3]([CH2:4]3)[CH2:2]1)[CH2:8]2.C(OCC)C.[Br:18][C:19]([F:24])([F:23])[C:20](Cl)=[O:21].C(N(CC)CC)C. The catalyst is O. The product is [Br:18][C:19]([F:24])([F:23])[C:20]([O:12][CH2:11][C:1]12[CH2:8][CH:7]3[CH2:6][CH:5]([CH2:4][CH:3]([CH2:9]3)[CH2:2]1)[CH2:10]2)=[O:21]. The yield is 0.950. (6) The yield is 0.870. The reactants are [CH3:1][O:2][C:3]1[CH:8]=[CH:7][CH:6]=[CH:5][C:4]=1[C:9](=[NH:11])[NH2:10].O(C)[Na].Cl.C([O:18][C:19]([CH:21]1[C:26](=O)[CH2:25][CH2:24][N:23]([CH2:28][C:29]2[CH:34]=[CH:33][CH:32]=[CH:31][CH:30]=2)[CH2:22]1)=O)C. The product is [CH2:28]([N:23]1[CH2:24][CH2:25][C:26]2[N:11]=[C:9]([C:4]3[CH:5]=[CH:6][CH:7]=[CH:8][C:3]=3[O:2][CH3:1])[NH:10][C:19](=[O:18])[C:21]=2[CH2:22]1)[C:29]1[CH:34]=[CH:33][CH:32]=[CH:31][CH:30]=1. The catalyst is CO.O1CCOCC1.CO.